This data is from Forward reaction prediction with 1.9M reactions from USPTO patents (1976-2016). The task is: Predict the product of the given reaction. (1) Given the reactants [CH2:1]([O:3][C:4]([C:6]1([CH3:27])[CH2:11][CH2:10][N:9]([C:12]2[CH2:26][C:15]3([CH2:18][N:17](C(OC(C)(C)C)=O)[CH2:16]3)[O:14][N:13]=2)[CH2:8][CH2:7]1)=[O:5])[CH3:2].[CH:28]1([C:31]2[C:36]([C:37]3[CH:42]=[CH:41][C:40]([F:43])=[CH:39][CH:38]=3)=[C:35]([F:44])[C:34]([O:45][CH2:46][CH3:47])=[C:33]([CH:48]=O)[CH:32]=2)[CH2:30][CH2:29]1, predict the reaction product. The product is: [CH:28]1([C:31]2[C:36]([C:37]3[CH:42]=[CH:41][C:40]([F:43])=[CH:39][CH:38]=3)=[C:35]([F:44])[C:34]([O:45][CH2:46][CH3:47])=[C:33]([CH2:48][N:17]3[CH2:16][C:15]4([CH2:26][C:12]([N:9]5[CH2:8][CH2:7][C:6]([CH3:27])([C:4]([O:3][CH2:1][CH3:2])=[O:5])[CH2:11][CH2:10]5)=[N:13][O:14]4)[CH2:18]3)[CH:32]=2)[CH2:30][CH2:29]1. (2) Given the reactants [Br:1][C:2]1[C:3]([C:9]#[N:10])=[N:4][CH:5]=[C:6](F)[CH:7]=1.Cl.[NH2:12][C@@H:13]([C:18]([NH2:20])=[O:19])[CH2:14][CH:15]([CH3:17])[CH3:16].CCN(C(C)C)C(C)C.O, predict the reaction product. The product is: [Br:1][C:2]1[CH:7]=[C:6]([NH:12][C@H:13]([CH2:14][CH:15]([CH3:17])[CH3:16])[C:18]([NH2:20])=[O:19])[CH:5]=[N:4][C:3]=1[C:9]#[N:10]. (3) Given the reactants Br[C:2]1[CH:11]=[C:10]2[C:5]([N:6](C(=O)C(F)(F)F)[C@@H:7]([CH3:20])[CH2:8][N:9]2[C:12]([O:14][CH:15]2[CH2:19][CH2:18][CH2:17][CH2:16]2)=[O:13])=[CH:4][CH:3]=1.CC1(C)C(C)(C)OB([N:35]2[CH:39]=[CH:38][CH:37]=[N:36]2)O1.[CH3:41][CH:42]([C:44]1C=C(C(C)C)C(C2C=CC=CC=2P(C2CCCCC2)C2CCCCC2)=C(C(C)C)C=1)C.C(=O)([O-])[O-].[Cs+].[Cs+], predict the reaction product. The product is: [CH:44]1([N:35]2[CH:39]=[C:38]([C:2]3[CH:11]=[C:10]4[C:5]([NH:6][C@@H:7]([CH3:20])[CH2:8][N:9]4[C:12]([O:14][CH:15]4[CH2:16][CH2:17][CH2:18][CH2:19]4)=[O:13])=[CH:4][CH:3]=3)[CH:37]=[N:36]2)[CH2:42][CH2:41]1. (4) The product is: [N+:1]([C:4]1[CH:9]=[CH:8][C:7]2[C:18]3[CH2:19][C:15]([C:6]=2[CH:5]=1)=[CH:16][CH:17]=3)([O-:3])=[O:2]. Given the reactants [N+:1]([C:4]1[C:5]#[C:6][CH:7]=[CH:8][CH:9]=1)([O-:3])=[O:2].[N+](C1C=[CH:15][CH:16]=[C:17](N)[C:18]=1[C:19](O)=O)([O-])=O.C(C1C=CC=C1)(C)C, predict the reaction product. (5) Given the reactants [CH2:1]([S:3][C:4]1[CH:5]=[C:6]2[C:11](=[C:12]3[CH2:16][C:15]([CH3:18])([CH3:17])[O:14][C:13]=13)[C:10]([C:19]1[CH:20]=[C:21]([CH:28]=[CH:29][CH:30]=1)[C:22]([O:24]C(C)C)=[O:23])=[N:9][C:8]([CH3:32])([CH3:31])[CH2:7]2)[CH3:2].[OH-].[Na+].Cl, predict the reaction product. The product is: [CH2:1]([S:3][C:4]1[CH:5]=[C:6]2[C:11](=[C:12]3[CH2:16][C:15]([CH3:18])([CH3:17])[O:14][C:13]=13)[C:10]([C:19]1[CH:20]=[C:21]([CH:28]=[CH:29][CH:30]=1)[C:22]([OH:24])=[O:23])=[N:9][C:8]([CH3:31])([CH3:32])[CH2:7]2)[CH3:2]. (6) Given the reactants [C:1]([N:4]1[CH2:9][CH2:8][CH:7]([CH2:10][C:11]([NH:13][C:14]2[N:19]=[CH:18][C:17](Br)=[CH:16][N:15]=2)=[O:12])[CH2:6][CH2:5]1)(=[O:3])[CH3:2].[CH3:21][C:22]1[CH:23]=[C:24](B(O)O)[CH:25]=[C:26]([CH3:28])[CH:27]=1, predict the reaction product. The product is: [C:1]([N:4]1[CH2:9][CH2:8][CH:7]([CH2:10][C:11]([NH:13][C:14]2[N:19]=[CH:18][C:17]([C:24]3[CH:25]=[C:26]([CH3:28])[CH:27]=[C:22]([CH3:21])[CH:23]=3)=[CH:16][N:15]=2)=[O:12])[CH2:6][CH2:5]1)(=[O:3])[CH3:2].